Task: Regression. Given two drug SMILES strings and cell line genomic features, predict the synergy score measuring deviation from expected non-interaction effect.. Dataset: NCI-60 drug combinations with 297,098 pairs across 59 cell lines (1) Drug 1: CCCCCOC(=O)NC1=NC(=O)N(C=C1F)C2C(C(C(O2)C)O)O. Drug 2: C1CCC(C(C1)N)N.C(=O)(C(=O)[O-])[O-].[Pt+4]. Cell line: TK-10. Synergy scores: CSS=18.7, Synergy_ZIP=-4.95, Synergy_Bliss=1.33, Synergy_Loewe=-15.4, Synergy_HSA=-2.69. (2) Drug 1: CC1C(C(CC(O1)OC2CC(CC3=C2C(=C4C(=C3O)C(=O)C5=C(C4=O)C(=CC=C5)OC)O)(C(=O)C)O)N)O.Cl. Drug 2: C1C(C(OC1N2C=NC3=C(N=C(N=C32)Cl)N)CO)O. Cell line: RXF 393. Synergy scores: CSS=12.7, Synergy_ZIP=-4.36, Synergy_Bliss=-2.24, Synergy_Loewe=-2.62, Synergy_HSA=-1.50. (3) Drug 1: CC1C(C(CC(O1)OC2CC(CC3=C2C(=C4C(=C3O)C(=O)C5=C(C4=O)C(=CC=C5)OC)O)(C(=O)C)O)N)O.Cl. Drug 2: CC1CCC2CC(C(=CC=CC=CC(CC(C(=O)C(C(C(=CC(C(=O)CC(OC(=O)C3CCCCN3C(=O)C(=O)C1(O2)O)C(C)CC4CCC(C(C4)OC)O)C)C)O)OC)C)C)C)OC. Cell line: COLO 205. Synergy scores: CSS=50.9, Synergy_ZIP=5.30, Synergy_Bliss=5.83, Synergy_Loewe=4.45, Synergy_HSA=6.14. (4) Drug 1: CC1=CC=C(C=C1)C2=CC(=NN2C3=CC=C(C=C3)S(=O)(=O)N)C(F)(F)F. Drug 2: CCC1(CC2CC(C3=C(CCN(C2)C1)C4=CC=CC=C4N3)(C5=C(C=C6C(=C5)C78CCN9C7C(C=CC9)(C(C(C8N6C=O)(C(=O)OC)O)OC(=O)C)CC)OC)C(=O)OC)O.OS(=O)(=O)O. Cell line: SR. Synergy scores: CSS=13.6, Synergy_ZIP=-0.970, Synergy_Bliss=-4.93, Synergy_Loewe=-53.1, Synergy_HSA=-4.59. (5) Drug 1: C1=CC(=C2C(=C1NCCNCCO)C(=O)C3=C(C=CC(=C3C2=O)O)O)NCCNCCO. Drug 2: CN(C(=O)NC(C=O)C(C(C(CO)O)O)O)N=O. Cell line: HOP-92. Synergy scores: CSS=37.9, Synergy_ZIP=1.10, Synergy_Bliss=1.13, Synergy_Loewe=-18.3, Synergy_HSA=2.53. (6) Drug 1: C1=CN(C=N1)CC(O)(P(=O)(O)O)P(=O)(O)O. Drug 2: C(CN)CNCCSP(=O)(O)O. Cell line: T-47D. Synergy scores: CSS=4.01, Synergy_ZIP=-3.15, Synergy_Bliss=-4.70, Synergy_Loewe=-8.68, Synergy_HSA=-4.05.